This data is from Forward reaction prediction with 1.9M reactions from USPTO patents (1976-2016). The task is: Predict the product of the given reaction. Given the reactants [NH2:1][C:2]1[CH:7]=[CH:6][C:5](Br)=[C:4]([C:9]([F:12])([F:11])[F:10])[N:3]=1.[N:13]1([S:19]([C:22]2[CH:27]=[CH:26][C:25]([SH:28])=[CH:24][CH:23]=2)(=[O:21])=[O:20])[CH2:18][CH2:17][O:16][CH2:15][CH2:14]1.[Cl:29][C:30]1[CH:35]=[C:34]([Cl:36])[CH:33]=[CH:32][C:31]=1[S:37](Cl)(=[O:39])=[O:38], predict the reaction product. The product is: [Cl:29][C:30]1[CH:35]=[C:34]([Cl:36])[CH:33]=[CH:32][C:31]=1[S:37]([NH:1][C:2]1[CH:7]=[CH:6][C:5]([S:28][C:25]2[CH:24]=[CH:23][C:22]([S:19]([N:13]3[CH2:14][CH2:15][O:16][CH2:17][CH2:18]3)(=[O:21])=[O:20])=[CH:27][CH:26]=2)=[C:4]([C:9]([F:12])([F:11])[F:10])[N:3]=1)(=[O:39])=[O:38].